From a dataset of Catalyst prediction with 721,799 reactions and 888 catalyst types from USPTO. Predict which catalyst facilitates the given reaction. (1) Reactant: C([O-])(=O)C.[NH4+:5].[CH2:6]([O:13][C:14](=[O:39])[NH:15][CH2:16][CH:17]1[CH2:22][CH2:21][CH:20]([C:23](=O)[NH:24][CH2:25][C:26](=O)[C:27]2[CH:32]=[CH:31][CH:30]=[C:29]([C:33]([F:36])([F:35])[F:34])[CH:28]=2)[CH2:19][CH2:18]1)[C:7]1[CH:12]=[CH:11][CH:10]=[CH:9][CH:8]=1. Product: [CH2:6]([O:13][C:14](=[O:39])[NH:15][CH2:16][CH:17]1[CH2:22][CH2:21][CH:20]([C:23]2[NH:24][CH:25]=[C:26]([C:27]3[CH:32]=[CH:31][CH:30]=[C:29]([C:33]([F:36])([F:35])[F:34])[CH:28]=3)[N:5]=2)[CH2:19][CH2:18]1)[C:7]1[CH:12]=[CH:11][CH:10]=[CH:9][CH:8]=1. The catalyst class is: 15. (2) Reactant: C1(P(=[CH:20][C:21]([O:23][CH3:24])=[O:22])(C2C=CC=CC=2)C2C=CC=CC=2)C=CC=CC=1.[CH2:25]([O:32][C:33]1[CH:34]=[C:35]([CH:38]=[CH:39][C:40]=1[I:41])[CH:36]=O)[C:26]1[CH:31]=[CH:30][CH:29]=[CH:28][CH:27]=1. Product: [CH2:25]([O:32][C:33]1[CH:34]=[C:35](/[CH:36]=[CH:20]/[C:21]([O:23][CH3:24])=[O:22])[CH:38]=[CH:39][C:40]=1[I:41])[C:26]1[CH:31]=[CH:30][CH:29]=[CH:28][CH:27]=1. The catalyst class is: 11. (3) Reactant: [Br:1][C:2]1[CH:7]=[CH:6][C:5](F)=[C:4]([N+:9]([O-:11])=[O:10])[CH:3]=1.[C:12]([O:16][C:17]([N:19]1[CH2:23][C@H:22]([OH:24])[C@@H:21]([NH:25]CC2C=CC=CC=2)[CH2:20]1)=[O:18])([CH3:15])([CH3:14])[CH3:13].C(N(CC)CC)C. Product: [C:12]([O:16][C:17]([N:19]1[CH2:23][C@H:22]([OH:24])[C@@H:21]([NH:25][C:5]2[CH:6]=[CH:7][C:2]([Br:1])=[CH:3][C:4]=2[N+:9]([O-:11])=[O:10])[CH2:20]1)=[O:18])([CH3:15])([CH3:13])[CH3:14]. The catalyst class is: 13. (4) Reactant: Cl.[NH2:2][C@@H:3]([C:5]1[CH:10]=[CH:9][C:8]([NH:11][S:12]([CH3:15])(=[O:14])=[O:13])=[C:7]([CH2:16][OH:17])[CH:6]=1)[CH3:4].[C:18]([C:22]1[C:32]([F:33])=[CH:31][C:25]([O:26][CH2:27][C:28](O)=[O:29])=[CH:24][C:23]=1[F:34])([CH3:21])([CH3:20])[CH3:19].CN(C)CCCN=C=NCC. Product: [C:18]([C:22]1[C:23]([F:34])=[CH:24][C:25]([O:26][CH2:27][C:28]([NH:2][C@@H:3]([C:5]2[CH:10]=[CH:9][C:8]([NH:11][S:12]([CH3:15])(=[O:14])=[O:13])=[C:7]([CH2:16][OH:17])[CH:6]=2)[CH3:4])=[O:29])=[CH:31][C:32]=1[F:33])([CH3:21])([CH3:19])[CH3:20]. The catalyst class is: 546.